Dataset: Full USPTO retrosynthesis dataset with 1.9M reactions from patents (1976-2016). Task: Predict the reactants needed to synthesize the given product. (1) Given the product [Cl:22][C:16]1[CH:17]=[C:18]([Cl:21])[CH:19]=[CH:20][C:15]=1[CH:13]([CH3:14])[C:12]([C:10]1[CH:9]=[CH:8][N:7]=[C:6]([O:5][CH2:4][C:3]([OH:28])=[O:2])[CH:11]=1)([OH:27])[C:23]([F:25])([F:26])[F:24], predict the reactants needed to synthesize it. The reactants are: C[O:2][C:3](=[O:28])[CH2:4][O:5][C:6]1[CH:11]=[C:10]([C:12]([OH:27])([C:23]([F:26])([F:25])[F:24])[CH:13]([C:15]2[CH:20]=[CH:19][C:18]([Cl:21])=[CH:17][C:16]=2[Cl:22])[CH3:14])[CH:9]=[CH:8][N:7]=1.[OH-].[Na+].Cl. (2) The reactants are: [CH3:1][C:2]1[CH:8]=[CH:7][CH:6]=[C:5]([CH3:9])[C:3]=1[NH2:4].[CH2:10]1[C:23]2[C:14](=[N:15][C:16]3[C:17](=O)[CH2:18][CH2:19][CH2:20][C:21]=3[CH:22]=2)[C:13](=O)[CH2:12][CH2:11]1. Given the product [CH3:1][C:2]1[CH:8]=[CH:7][CH:6]=[C:5]([CH3:9])[C:3]=1[N:4]=[C:13]1[C:14]2[C:23](=[CH:22][C:21]3[CH2:20][CH2:19][CH2:18][C:17](=[N:4][C:3]4[C:5]([CH3:9])=[CH:6][CH:7]=[CH:8][C:2]=4[CH3:1])[C:16]=3[N:15]=2)[CH2:10][CH2:11][CH2:12]1, predict the reactants needed to synthesize it. (3) Given the product [F:15][C:14]([F:17])([F:16])[C:18]([OH:21])=[O:19].[F:15][C:14]([F:17])([F:16])[C:18]([OH:21])=[O:19].[CH2:24]([N:11]1[C:8]2[CH:9]=[CH:10][C:5]3[N:6]([C:2]([CH3:1])=[N:3][N:4]=3)[C:7]=2[CH:13]=[C:12]1[C:14]([F:17])([F:15])[F:16])[C:25]1[CH:30]=[CH:29][CH:28]=[CH:27][CH:26]=1, predict the reactants needed to synthesize it. The reactants are: [CH3:1][C:2]1[N:6]2[C:7]3[CH:13]=[C:12]([C:14]([F:17])([F:16])[F:15])[NH:11][C:8]=3[CH:9]=[CH:10][C:5]2=[N:4][N:3]=1.[C:18]([O-:21])([O-])=[O:19].[Cs+].[Cs+].[CH2:24](Br)[C:25]1[CH:30]=[CH:29][CH:28]=[CH:27][CH:26]=1.